Dataset: Forward reaction prediction with 1.9M reactions from USPTO patents (1976-2016). Task: Predict the product of the given reaction. (1) Given the reactants [CH2:1]([O:8][C:9]1[CH:14]=[CH:13][C:12]([C:15](=[O:25])[CH2:16][C:17]2[CH:22]=[CH:21][C:20]([O:23][CH3:24])=[CH:19][CH:18]=2)=[CH:11][CH:10]=1)[C:2]1[CH:7]=[CH:6][CH:5]=[CH:4][CH:3]=1.CC([O-])(C)C.[K+].Br[C:33]([CH3:39])([CH3:38])[C:34](C#N)=[O:35], predict the reaction product. The product is: [CH2:1]([O:8][C:9]1[CH:14]=[CH:13][C:12]([C:15]2[O:25][C:33]([CH3:39])([CH3:38])[C:34](=[O:35])[C:16]=2[C:17]2[CH:18]=[CH:19][C:20]([O:23][CH3:24])=[CH:21][CH:22]=2)=[CH:11][CH:10]=1)[C:2]1[CH:3]=[CH:4][CH:5]=[CH:6][CH:7]=1. (2) Given the reactants [CH2:1]([CH:8]1[C:13](=[O:14])[NH:12][C:11]([SH:15])=[N:10][C:9]1=[O:16])[C:2]1[CH:7]=[CH:6][CH:5]=[CH:4][CH:3]=1.[CH3:17][O-].[Na+].CI.Cl, predict the reaction product. The product is: [CH2:1]([CH:8]1[C:13](=[O:14])[NH:12][C:11]([S:15][CH3:17])=[N:10][C:9]1=[O:16])[C:2]1[CH:7]=[CH:6][CH:5]=[CH:4][CH:3]=1. (3) Given the reactants Cl[C:2]1[CH:7]=[CH:6][C:5]([S:8]([NH:11]C(C2C=CC(C3C=CC(F)=CC=3)=CC=2)=O)(=[O:10])=[O:9])=[CH:4][C:3]=1[N+:27]([O-:29])=[O:28].[C:30]([O:34][C:35](=[O:38])[NH:36][NH2:37])([CH3:33])([CH3:32])[CH3:31], predict the reaction product. The product is: [NH2:11][S:8]([C:5]1[CH:6]=[CH:7][C:2]([NH:37][NH:36][C:35]([O:34][C:30]([CH3:33])([CH3:32])[CH3:31])=[O:38])=[C:3]([N+:27]([O-:29])=[O:28])[CH:4]=1)(=[O:9])=[O:10]. (4) Given the reactants [CH:1]1([N:6]2[CH2:12][C:11]([F:14])([F:13])[C:10](=[O:15])[N:9]([CH3:16])[C:8]3[CH:17]=[N:18][C:19]([NH:21][C:22]4[CH:30]=[CH:29][C:25]([C:26](O)=[O:27])=[CH:24][C:23]=4[O:31][CH3:32])=[N:20][C:7]2=3)[CH2:5][CH2:4][CH2:3][CH2:2]1.F[P-](F)(F)(F)(F)F.CN(C(N(C)C)=[N+]1C2C(=NC=CC=2)[N+]([O-])=N1)C.[C:57]([O:61][C:62]([N:64]1[CH2:68][CH2:67][CH:66]([CH2:69][NH2:70])[CH2:65]1)=[O:63])([CH3:60])([CH3:59])[CH3:58].[OH-].[Na+], predict the reaction product. The product is: [C:57]([O:61][C:62]([N:64]1[CH2:68][CH2:67][CH:66]([CH2:69][NH:70][C:26](=[O:27])[C:25]2[CH:29]=[CH:30][C:22]([NH:21][C:19]3[N:18]=[CH:17][C:8]4[N:9]([CH3:16])[C:10](=[O:15])[C:11]([F:13])([F:14])[CH2:12][N:6]([CH:1]5[CH2:5][CH2:4][CH2:3][CH2:2]5)[C:7]=4[N:20]=3)=[C:23]([O:31][CH3:32])[CH:24]=2)[CH2:65]1)=[O:63])([CH3:60])([CH3:59])[CH3:58]. (5) Given the reactants C(=O)([O-])[O-].[Cs+].[Cs+].C1(S)C=CC=CC=1.[CH3:14][O:15][C:16]1[CH:17]=[C:18]([N:25]2[CH2:31][C@H:30]([OH:32])[CH2:29][N:28](S(C3C=CC=CC=3[N+]([O-])=O)(=O)=O)[CH2:27][CH2:26]2)[CH:19]=[CH:20][C:21]=1[N+:22]([O-:24])=[O:23], predict the reaction product. The product is: [CH3:14][O:15][C:16]1[CH:17]=[C:18]([N:25]2[CH2:31][C@H:30]([OH:32])[CH2:29][NH:28][CH2:27][CH2:26]2)[CH:19]=[CH:20][C:21]=1[N+:22]([O-:24])=[O:23].